From a dataset of Reaction yield outcomes from USPTO patents with 853,638 reactions. Predict the reaction yield, written as a fraction of the theoretical maximum amount of product (1.0 means a 100% yield; for example, 0.34 means a 34% yield). (1) The reactants are F[C:2]1[C:10]([CH:11]=O)=[CH:9][CH:8]=[CH:7][C:3]=1[C:4]([O-:6])=[O:5].[NH:13]([CH2:15][CH2:16][OH:17])[NH2:14].[CH3:18]O. The catalyst is C(OCC)(=O)C. The yield is 0.950. The product is [OH:17][CH2:16][CH2:15][N:13]1[C:2]2[C:10](=[CH:9][CH:8]=[CH:7][C:3]=2[C:4]([O:6][CH3:18])=[O:5])[CH:11]=[N:14]1. (2) The reactants are [Br:1][C:2]1[CH:3]=[C:4]([CH:7]=[CH:8][CH:9]=1)[CH:5]=[O:6].O[CH2:11][CH2:12][C:13]1[C:21]2[C:16](=[CH:17][CH:18]=[CH:19][CH:20]=2)[NH:15][CH:14]=1.FC(F)(F)C(O)=O. The catalyst is ClCCl. The product is [Br:1][C:2]1[CH:3]=[C:4]([CH:5]2[C:14]3[NH:15][C:16]4[C:21]([C:13]=3[CH2:12][CH2:11][O:6]2)=[CH:20][CH:19]=[CH:18][CH:17]=4)[CH:7]=[CH:8][CH:9]=1. The yield is 0.190. (3) The reactants are [NH2:1][C:2]([NH:4][C:5]1[S:6][CH:7]=[C:8]([C:10]([NH:12][C:13]2[CH:25]=[CH:24][C:23]3C4[C:17](=CC=CC=4)[C:16](=O)[C:15]=3[CH:14]=2)=[O:11])[N:9]=1)=[NH:3].[NH:27]1C2C(=CC(N)=CC=2)C=C1. No catalyst specified. The product is [NH2:1][C:2]([NH:4][C:5]1[S:6][CH:7]=[C:8]([C:10]([NH:12][C:13]2[CH:14]=[C:15]3[C:23](=[CH:24][CH:25]=2)[NH:27][CH:17]=[CH:16]3)=[O:11])[N:9]=1)=[NH:3]. The yield is 0.320. (4) The reactants are [CH3:1][C:2]([O:4][C@H:5]1[C:14]2[C@@:15]3([CH3:30])[C@@H:26]([CH2:27][O:28][CH3:29])[O:25][C:23](=[O:24])[C:17]4=[CH:18][O:19][C:20]([C:21](=[O:22])[C:13]=2[C@@H:8]2[CH2:9][CH2:10][C:11](=[O:12])[C@@:7]2([CH3:31])[CH2:6]1)=[C:16]34)=[O:3].[NH:32]1[CH2:36][CH2:35][CH2:34][CH2:33]1. The catalyst is C(Cl)Cl. The product is [CH3:1][C:2]([O:4][C@H:5]1[C:14]2[C@:15]3([CH3:30])[C:16](=[C:20]([OH:19])[C:21](=[O:22])[C:13]=2[C@@H:8]2[CH2:9][CH2:10][C:11](=[O:12])[C@@:7]2([CH3:31])[CH2:6]1)/[C:17](=[CH:18]/[N:32]1[CH2:36][CH2:35][CH2:34][CH2:33]1)/[C:23](=[O:24])[O:25][C@@H:26]3[CH2:27][O:28][CH3:29])=[O:3]. The yield is 0.860. (5) No catalyst specified. The reactants are [Cl:1][C:2]1[CH:10]=[CH:9][C:5]([C:6](O)=[O:7])=[CH:4][N:3]=1.O=S(Cl)[Cl:13]. The product is [ClH:1].[Cl:1][C:2]1[CH:10]=[CH:9][C:5]([C:6]([Cl:13])=[O:7])=[CH:4][N:3]=1. The yield is 0.930.